The task is: Predict which catalyst facilitates the given reaction.. This data is from Catalyst prediction with 721,799 reactions and 888 catalyst types from USPTO. (1) Reactant: [I-].[I-].[I-].[CH3:4][N:5]([CH3:20])[C:6]1[CH:7]=[CH:8][C:9]2[C:18]([CH:19]=1)=[S+:17][C:16]1[C:11](=[CH:12][CH:13]=[CH:14][CH:15]=1)[N:10]=2.[CH3:4][N:5]([C:6]1[CH:7]=[CH:8][C:9]2[C:18]([CH:19]=1)=[S+:17][C:16]1[C:11](=[CH:12][CH:13]=[CH:14][CH:15]=1)[N:10]=2)[CH3:20].[CH3:4][N:5]([C:6]1[CH:7]=[CH:8][C:9]2[C:18]([CH:19]=1)=[S+:17][C:16]1[C:11](=[CH:12][CH:13]=[CH:14][CH:15]=1)[N:10]=2)[CH3:20].[C:55](#[N:59])[CH2:56][C:57]#[N:58].C(=O)([O-])[O-].[Na+].[Na+].C(Cl)Cl. Product: [CH3:4][N:5]([CH3:20])[C:6]1[CH:19]=[C:18]2[C:9](=[CH:8][CH:7]=1)[N:10]=[C:11]1[C:16](=[CH:15][C:14](=[C:56]([C:55]#[N:59])[C:57]#[N:58])[CH:13]=[CH:12]1)[S:17]2. The catalyst class is: 430. (2) Reactant: [Br:1][C:2]1[CH:3]=[N:4][NH:5][C:6]=1[CH3:7].[O:8]1[CH:13]=[CH:12][CH2:11][CH2:10][CH2:9]1.C(OCC)(=O)C. Product: [Br:1][C:2]1[CH:3]=[N:4][N:5]([CH:9]2[CH2:10][CH2:11][CH2:12][CH2:13][O:8]2)[C:6]=1[CH3:7]. The catalyst class is: 484.